This data is from Forward reaction prediction with 1.9M reactions from USPTO patents (1976-2016). The task is: Predict the product of the given reaction. (1) The product is: [CH:31]1([CH:34]2[CH2:38][C:37]3([CH2:43][CH2:42][N:41]([C:26]([C:25]4[CH:29]=[CH:30][C:22]([CH2:21][C@@H:9]5[CH2:10][CH2:11][C@H:12]([C@H:13]([OH:20])[C:14]6[CH:19]=[CH:18][CH:17]=[CH:16][CH:15]=6)[N:8]5[C:6]([O:5][C:1]([CH3:2])([CH3:3])[CH3:4])=[O:7])=[CH:23][CH:24]=4)=[O:27])[CH2:40][CH2:39]3)[C:36](=[O:44])[O:35]2)[CH2:33][CH2:32]1. Given the reactants [C:1]([O:5][C:6]([N:8]1[C@@H:12]([C@H:13]([OH:20])[C:14]2[CH:19]=[CH:18][CH:17]=[CH:16][CH:15]=2)[CH2:11][CH2:10][C@H:9]1[CH2:21][C:22]1[CH:30]=[CH:29][C:25]([C:26](O)=[O:27])=[CH:24][CH:23]=1)=[O:7])([CH3:4])([CH3:3])[CH3:2].[CH:31]1([CH:34]2[CH2:38][C:37]3([CH2:43][CH2:42][NH:41][CH2:40][CH2:39]3)[C:36](=[O:44])[O:35]2)[CH2:33][CH2:32]1.CCN=C=NCCCN(C)C.Cl.C1C=CC2N(O)N=NC=2C=1.C(N(CC)C(C)C)(C)C, predict the reaction product. (2) Given the reactants Cl[C:2]1[CH:7]=[C:6]([CH2:8][CH:9]([CH3:11])[CH3:10])[N:5]=[CH:4][N:3]=1.[C:12]1([C:21]2[CH:26]=[CH:25][CH:24]=[CH:23][CH:22]=2)[CH:17]=[CH:16][CH:15]=[C:14](B(O)O)[CH:13]=1.C(=O)([O-])[O-].[Na+].[Na+], predict the reaction product. The product is: [CH2:8]([C:6]1[CH:7]=[C:2]([C:23]2[CH:22]=[C:21]([C:12]3[CH:17]=[CH:16][CH:15]=[CH:14][CH:13]=3)[CH:26]=[CH:25][CH:24]=2)[N:3]=[CH:4][N:5]=1)[CH:9]([CH3:11])[CH3:10].